From a dataset of Forward reaction prediction with 1.9M reactions from USPTO patents (1976-2016). Predict the product of the given reaction. (1) Given the reactants [Br:1][C:2]1[CH:7]=[CH:6][C:5]([C:8]([NH:10][C:11]2[N:15]([CH3:16])[N:14]=[CH:13][C:12]=2[C:17]([NH:19][CH2:20][C@@H:21]2[CH2:25][CH2:24][N:23]([C:26]([CH:28]3[CH2:30][CH2:29]3)=[O:27])[CH2:22]2)=[O:18])=O)=[CH:4][CH:3]=1, predict the reaction product. The product is: [Br:1][C:2]1[CH:7]=[CH:6][C:5]([C:8]2[N:19]([CH2:20][C@@H:21]3[CH2:25][CH2:24][N:23]([C:26]([CH:28]4[CH2:30][CH2:29]4)=[O:27])[CH2:22]3)[C:17](=[O:18])[C:12]3[CH:13]=[N:14][N:15]([CH3:16])[C:11]=3[N:10]=2)=[CH:4][CH:3]=1. (2) Given the reactants C([N:4]([C:12]1[CH:20]=[C:19]2[C:15]([CH:16]=[C:17]([CH2:22][O:23][Si:24]([C:27]([CH3:30])([CH3:29])[CH3:28])([CH3:26])[CH3:25])[N:18]2[CH3:21])=[CH:14][C:13]=1[CH:31]([OH:35])[CH:32]=[CH:33][CH3:34])[C:5](=[O:11])[O:6][C:7]([CH3:10])([CH3:9])[CH3:8])C=C, predict the reaction product. The product is: [Si:24]([O:23][CH2:22][C:17]1[N:18]([CH3:21])[C:19]2[C:15]([CH:16]=1)=[CH:14][C:13]1[CH:31]([OH:35])[CH:32]=[CH:33][CH2:34][N:4]([C:5]([O:6][C:7]([CH3:8])([CH3:9])[CH3:10])=[O:11])[C:12]=1[CH:20]=2)([C:27]([CH3:28])([CH3:29])[CH3:30])([CH3:25])[CH3:26].